Dataset: Full USPTO retrosynthesis dataset with 1.9M reactions from patents (1976-2016). Task: Predict the reactants needed to synthesize the given product. (1) Given the product [CH:1]([C:5]1[C:6]([OH:15])=[C:7]([CH:8]=[C:9](/[CH:10]=[CH:24]/[C:23](=[O:25])[C:20]2[CH:21]=[CH:22][C:17]([CH3:16])=[CH:18][CH:19]=2)[CH:12]=1)[CH:13]=[O:14])([CH2:3][CH3:4])[CH3:2], predict the reactants needed to synthesize it. The reactants are: [CH:1]([C:5]1[C:6]([OH:15])=[C:7]([CH:13]=[O:14])[CH:8]=[C:9]([CH:12]=1)[CH:10]=O)([CH2:3][CH3:4])[CH3:2].[CH3:16][C:17]1[CH:22]=[CH:21][C:20]([C:23](=[O:25])[CH3:24])=[CH:19][CH:18]=1.Cl. (2) Given the product [ClH:2].[F:16][C:17]1[CH:23]=[C:22]([CH3:24])[C:21]([O:25][C:26]([O:28][CH3:29])=[O:27])=[CH:20][C:18]=1[NH:19][C:3]1[C:12]2[C:7](=[CH:8][C:9]([N+:13]([O-:15])=[O:14])=[CH:10][CH:11]=2)[N:6]=[CH:5][N:4]=1, predict the reactants needed to synthesize it. The reactants are: Cl.[Cl:2][C:3]1[C:12]2[C:7](=[CH:8][C:9]([N+:13]([O-:15])=[O:14])=[CH:10][CH:11]=2)[N:6]=[CH:5][N:4]=1.[F:16][C:17]1[CH:23]=[C:22]([CH3:24])[C:21]([O:25][C:26]([O:28][CH3:29])=[O:27])=[CH:20][C:18]=1[NH2:19]. (3) Given the product [C:31]([C:29]1[O:30][C:26]2[CH:25]=[CH:24][C:23]([NH:22][C:2]3[C:3](=[O:21])[N:4]([CH2:19][CH3:20])[S:5](=[O:18])(=[O:17])[C:6]=3[C:7]3[CH:12]=[CH:11][C:10]([C:13]([F:16])([F:15])[F:14])=[CH:9][CH:8]=3)=[CH:34][C:27]=2[CH:28]=1)(=[O:33])[CH3:32], predict the reactants needed to synthesize it. The reactants are: Cl[C:2]1[C:3](=[O:21])[N:4]([CH2:19][CH3:20])[S:5](=[O:18])(=[O:17])[C:6]=1[C:7]1[CH:12]=[CH:11][C:10]([C:13]([F:16])([F:15])[F:14])=[CH:9][CH:8]=1.[NH2:22][C:23]1[CH:24]=[CH:25][C:26]2[O:30][C:29]([C:31](=[O:33])[CH3:32])=[CH:28][C:27]=2[CH:34]=1.CCOC(C)=O. (4) The reactants are: [H-].[Na+].[CH2:3]([O:5][CH2:6][CH2:7][NH:8][C:9](=[O:15])[O:10][C:11]([CH3:14])([CH3:13])[CH3:12])[CH3:4].[CH3:16]I.O. Given the product [CH2:3]([O:5][CH2:6][CH2:7][N:8]([CH3:16])[C:9](=[O:15])[O:10][C:11]([CH3:14])([CH3:13])[CH3:12])[CH3:4], predict the reactants needed to synthesize it. (5) Given the product [NH2:19][C:10]1[C:9]2[N:8]=[C:7]([CH2:20][CH2:21][CH2:22][CH2:23][CH3:24])[N:6]([CH2:5][CH2:4][CH2:3][CH2:2][NH:1][S:31]([C:25]3[CH:30]=[CH:29][CH:28]=[CH:27][CH:26]=3)(=[O:33])=[O:32])[C:18]=2[C:17]2[CH:16]=[CH:15][CH:14]=[CH:13][C:12]=2[N:11]=1, predict the reactants needed to synthesize it. The reactants are: [NH2:1][CH2:2][CH2:3][CH2:4][CH2:5][N:6]1[C:18]2[C:17]3[CH:16]=[CH:15][CH:14]=[CH:13][C:12]=3[N:11]=[C:10]([NH2:19])[C:9]=2[N:8]=[C:7]1[CH2:20][CH2:21][CH2:22][CH2:23][CH3:24].[C:25]1([S:31](Cl)(=[O:33])=[O:32])[CH:30]=[CH:29][CH:28]=[CH:27][CH:26]=1. (6) Given the product [Cl:1][C:2]1[CH:15]=[C:14]([F:16])[C:13]([N:17]2[C:22](=[O:23])[CH:21]=[C:20]([C:24]([F:27])([F:26])[F:25])[N:19]([CH3:28])[C:18]2=[O:29])=[CH:12][C:3]=1[O:4][C:5]1[C:6](=[O:11])[NH:7][CH:8]=[CH:9][CH:10]=1.[Cl:1][C:2]1[CH:15]=[C:14]([F:16])[C:13]([N:17]2[C:22](=[O:23])[CH:21]=[C:20]([C:24]([F:27])([F:26])[F:25])[N:19]([CH3:28])[C:18]2=[O:29])=[CH:12][C:3]=1[O:4][C:5]1[C:6]([O:11][CH2:36][C:37]([O:39][CH3:40])=[O:38])=[N:7][CH:8]=[CH:9][CH:10]=1, predict the reactants needed to synthesize it. The reactants are: [Cl:1][C:2]1[CH:15]=[C:14]([F:16])[C:13]([N:17]2[C:22](=[O:23])[CH:21]=[C:20]([C:24]([F:27])([F:26])[F:25])[N:19]([CH3:28])[C:18]2=[O:29])=[CH:12][C:3]=1[O:4][C:5]1[C:6](=[O:11])[NH:7][CH:8]=[CH:9][CH:10]=1.ClC(Cl)C.[N+](=[CH:36][C:37]([O:39][CH3:40])=[O:38])=[N-].